Predict the reactants needed to synthesize the given product. From a dataset of Full USPTO retrosynthesis dataset with 1.9M reactions from patents (1976-2016). Given the product [Cl:29][C:27]1[CH:28]=[C:23]([N:20]2[C:21](=[O:22])[CH:15]3[CH2:14][NH:13][CH2:18][CH2:17][N:16]3[C:19]2=[O:31])[CH:24]=[C:25]([Cl:30])[CH:26]=1, predict the reactants needed to synthesize it. The reactants are: CS(O)(=O)=O.C(OC([N:13]1[CH2:18][CH2:17][N:16]2[C:19](=[O:31])[N:20]([C:23]3[CH:28]=[C:27]([Cl:29])[CH:26]=[C:25]([Cl:30])[CH:24]=3)[C:21](=[O:22])[CH:15]2[CH2:14]1)=O)(C)(C)C.